This data is from Forward reaction prediction with 1.9M reactions from USPTO patents (1976-2016). The task is: Predict the product of the given reaction. (1) Given the reactants [C:1]([C:4]1[CH:5]=[C:6]([CH:24]=[CH:25][CH:26]=1)[O:7][C:8]1[C:13]([O:14][CH2:15][CH2:16][CH2:17][C:18]2[CH:23]=[CH:22][N:21]=[CH:20][CH:19]=2)=[CH:12][CH:11]=[CH:10][N:9]=1)(=[O:3])[CH3:2].[BH4-].[Na+], predict the reaction product. The product is: [OH:3][CH:1]([C:4]1[CH:5]=[C:6]([CH:24]=[CH:25][CH:26]=1)[O:7][C:8]1[C:13]([O:14][CH2:15][CH2:16][CH2:17][C:18]2[CH:19]=[CH:20][N:21]=[CH:22][CH:23]=2)=[CH:12][CH:11]=[CH:10][N:9]=1)[CH3:2]. (2) The product is: [C:1]([O:5][C:6]([NH:8][CH2:9][C@H:10]1[CH2:11][CH2:12][C@H:13]([C:16]([NH:18][C@@H:19]([CH2:20][C:21]2[CH:26]=[CH:25][C:24]([C:27]3[CH:32]=[CH:31][C:30]([C:33](=[O:35])[NH:61][C@@H:62]4[CH2:66][C@@H:65]([CH2:67][OH:68])[NH:64][C:63]4=[O:69])=[CH:29][C:28]=3[CH3:36])=[CH:23][CH:22]=2)[C:37]([NH:39][C:40]2[CH:41]=[CH:42][C:43]([C:46]3[NH:50][N:49]=[C:48]([C:51]([F:59])([F:58])[C:52]([F:54])([F:53])[C:55]([OH:57])=[O:56])[N:47]=3)=[CH:44][CH:45]=2)=[O:38])=[O:17])[CH2:14][CH2:15]1)=[O:7])([CH3:3])([CH3:2])[CH3:4]. Given the reactants [C:1]([O:5][C:6]([NH:8][CH2:9][C@H:10]1[CH2:15][CH2:14][C@H:13]([C:16]([NH:18][C@H:19]([C:37]([NH:39][C:40]2[CH:45]=[CH:44][C:43]([C:46]3[NH:50][N:49]=[C:48]([C:51]([F:59])([F:58])[C:52]([C:55]([OH:57])=[O:56])([F:54])[F:53])[N:47]=3)=[CH:42][CH:41]=2)=[O:38])[CH2:20][C:21]2[CH:26]=[CH:25][C:24]([C:27]3[CH:32]=[CH:31][C:30]([C:33]([OH:35])=O)=[CH:29][C:28]=3[CH3:36])=[CH:23][CH:22]=2)=[O:17])[CH2:12][CH2:11]1)=[O:7])([CH3:4])([CH3:3])[CH3:2].Cl.[NH2:61][C@@H:62]1[CH2:66][C@@H:65]([CH2:67][OH:68])[NH:64][C:63]1=[O:69].C(N(CC)C(C)C)(C)C.F[P-](F)(F)(F)(F)F.CN(C(ON1C2=NC=CC=C2N=N1)=[N+](C)C)C, predict the reaction product. (3) Given the reactants C[O:2][C:3](=[O:34])[CH2:4][C:5]1[C:6]([CH3:33])=[N:7][N:8]([CH2:11][C:12]2[CH:17]=[CH:16][C:15]([NH:18][C:19]([C:21]3[O:22][C:23]4[CH:30]=[CH:29][C:28]([F:31])=[CH:27][C:24]=4[C:25]=3[CH3:26])=[O:20])=[CH:14][C:13]=2[F:32])[C:9]=1[CH3:10].[OH-].[Na+].Cl, predict the reaction product. The product is: [F:32][C:13]1[CH:14]=[C:15]([NH:18][C:19]([C:21]2[O:22][C:23]3[CH:30]=[CH:29][C:28]([F:31])=[CH:27][C:24]=3[C:25]=2[CH3:26])=[O:20])[CH:16]=[CH:17][C:12]=1[CH2:11][N:8]1[C:9]([CH3:10])=[C:5]([CH2:4][C:3]([OH:34])=[O:2])[C:6]([CH3:33])=[N:7]1. (4) Given the reactants [Br:1][C:2]1[CH:7]=[CH:6][C:5]([S:8]([CH:11]2[CH2:16][CH2:15][NH:14][CH2:13][CH2:12]2)(=[O:10])=[O:9])=[CH:4][CH:3]=1.CI.[CH3:19]CN(CC)CC, predict the reaction product. The product is: [Br:1][C:2]1[CH:3]=[CH:4][C:5]([S:8]([CH:11]2[CH2:16][CH2:15][N:14]([CH3:19])[CH2:13][CH2:12]2)(=[O:9])=[O:10])=[CH:6][CH:7]=1. (5) Given the reactants C([O:8][C:9]1[CH:14]=[CH:13][C:12]([F:15])=[CH:11][C:10]=1[C:16]1[CH:21]=[CH:20][C:19]([S:22]([C:25]2[CH:30]=[CH:29][C:28]([O:31][CH3:32])=[CH:27][CH:26]=2)(=[O:24])=[O:23])=[C:18]([F:33])[CH:17]=1)C1C=CC=CC=1, predict the reaction product. The product is: [F:33][C:18]1[CH:17]=[C:16]([C:10]2[C:9]([OH:8])=[CH:14][CH:13]=[C:12]([F:15])[CH:11]=2)[CH:21]=[CH:20][C:19]=1[S:22]([C:25]1[CH:26]=[CH:27][C:28]([O:31][CH3:32])=[CH:29][CH:30]=1)(=[O:23])=[O:24]. (6) Given the reactants [F:1][C:2]1[CH:7]=[CH:6][C:5]([C:8]([F:11])([F:10])[F:9])=[CH:4][C:3]=1I.[C:13]([O:17][C:18](=[O:35])[NH:19][C:20]1[CH:25]=[C:24](B2OC(C)(C)C(C)(C)O2)[CH:23]=[CH:22][N:21]=1)([CH3:16])([CH3:15])[CH3:14], predict the reaction product. The product is: [C:13]([O:17][C:18](=[O:35])[NH:19][C:20]1[CH:25]=[C:24]([C:3]2[CH:4]=[C:5]([C:8]([F:11])([F:10])[F:9])[CH:6]=[CH:7][C:2]=2[F:1])[CH:23]=[CH:22][N:21]=1)([CH3:16])([CH3:14])[CH3:15]. (7) Given the reactants [Li]CCCC.Br[C:7]1[S:8][C:9]([Br:13])=[CH:10][C:11]=1[Br:12].[Cl-].[NH4+].[CH3:16][CH2:17][O:18]CC, predict the reaction product. The product is: [Br:12][C:11]1[CH:10]=[C:9]([Br:13])[S:8][C:7]=1[C:17](=[O:18])[CH3:16].